Dataset: Forward reaction prediction with 1.9M reactions from USPTO patents (1976-2016). Task: Predict the product of the given reaction. (1) Given the reactants NC1C=CC(OC2C=C3C(=CC=2)OC(C2C=CC=CC=2)CC3)=NC=1.[F:25][C:26]([F:54])([F:53])[C:27]1[CH:32]=[CH:31][C:30]([CH:33]2[CH2:42][CH2:41][C:40]3[C:35](=[CH:36][CH:37]=[C:38]([O:43][C:44]4[CH:49]=[CH:48][C:47]([N+:50]([O-])=O)=[CH:46][N:45]=4)[CH:39]=3)[O:34]2)=[CH:29][CH:28]=1, predict the reaction product. The product is: [F:54][C:26]([F:25])([F:53])[C:27]1[CH:32]=[CH:31][C:30]([CH:33]2[CH2:42][CH2:41][C:40]3[C:35](=[CH:36][CH:37]=[C:38]([O:43][C:44]4[N:45]=[CH:46][C:47]([NH2:50])=[CH:48][CH:49]=4)[CH:39]=3)[O:34]2)=[CH:29][CH:28]=1. (2) Given the reactants Br[C:2]1[CH:3]=[C:4]2[CH:10]=[CH:9][NH:8][C:5]2=[N:6][CH:7]=1.[CH3:11][C:12]1([CH3:28])[C:16]([CH3:18])([CH3:17])[O:15][B:14]([B:14]2[O:15][C:16]([CH3:18])([CH3:17])[C:12]([CH3:28])([CH3:11])[O:13]2)[O:13]1.CC([O-])=O.[K+], predict the reaction product. The product is: [CH3:11][C:12]1([CH3:28])[C:16]([CH3:18])([CH3:17])[O:15][B:14]([C:2]2[CH:3]=[C:4]3[CH:10]=[CH:9][NH:8][C:5]3=[N:6][CH:7]=2)[O:13]1. (3) Given the reactants [CH3:1][O:2][C:3]1[CH:4]=[C:5]([NH:15][C:16]([NH2:18])=[S:17])[CH:6]=[CH:7][C:8]=1[N:9]1[CH:13]=[C:12]([CH3:14])[N:11]=[CH:10]1.Br[CH:20]1[CH2:25][CH2:24][CH2:23][CH:22]([C:26]2[CH:31]=[C:30]([F:32])[CH:29]=[C:28]([F:33])[CH:27]=2)[C:21]1=O, predict the reaction product. The product is: [F:32][C:30]1[CH:31]=[C:26]([CH:22]2[C:21]3[N:18]=[C:16]([NH:15][C:5]4[CH:6]=[CH:7][C:8]([N:9]5[CH:13]=[C:12]([CH3:14])[N:11]=[CH:10]5)=[C:3]([O:2][CH3:1])[CH:4]=4)[S:17][C:20]=3[CH2:25][CH2:24][CH2:23]2)[CH:27]=[C:28]([F:33])[CH:29]=1. (4) Given the reactants [Cl:1][C:2]1[CH:7]=[CH:6][C:5]([CH:8]([CH2:13][C:14]([OH:16])=[O:15])[CH2:9][C:10]([OH:12])=[O:11])=[CH:4][CH:3]=1.[C:17](OC(=O)C)(=O)[CH3:18].C(N(CC)CC)C, predict the reaction product. The product is: [CH2:17]([O:11][C:10](=[O:12])[CH2:9][CH:8]([C:5]1[CH:6]=[CH:7][C:2]([Cl:1])=[CH:3][CH:4]=1)[CH2:13][C:14]([OH:16])=[O:15])[CH3:18]. (5) Given the reactants [F:1][C:2]1[CH:3]=[C:4]([C:8]2[N:13]=[CH:12][C:11]([C:14]([NH:16][C@@H:17]3[CH2:22][CH2:21][CH2:20][C@H:19]([C:23]([OH:25])=O)[CH2:18]3)=[O:15])=[CH:10][CH:9]=2)[CH:5]=[CH:6][CH:7]=1.C(N(CC)CC)C.CN(C(ON1N=NC2C=CC=CC1=2)=[N+](C)C)C.F[P-](F)(F)(F)(F)F.[NH2:57][CH:58]1[CH2:63][CH2:62][CH:61]([N:64](C)[C:65](=O)C(F)(F)F)[CH2:60][CH2:59]1, predict the reaction product. The product is: [F:1][C:2]1[CH:3]=[C:4]([C:8]2[CH:9]=[CH:10][C:11]([C:14]([NH:16][C@H:17]3[CH2:22][CH2:21][CH2:20][C@@H:19]([C:23](=[O:25])[NH:57][C@H:58]4[CH2:63][CH2:62][C@H:61]([NH:64][CH3:65])[CH2:60][CH2:59]4)[CH2:18]3)=[O:15])=[CH:12][N:13]=2)[CH:5]=[CH:6][CH:7]=1. (6) Given the reactants [CH3:1][O:2][C:3]1[CH:4]=[C:5]([CH:8]=[CH:9][CH:10]=1)[CH2:6][NH2:7].[C:11](OC([O-])=O)([O:13][C:14]([CH3:17])([CH3:16])[CH3:15])=[O:12], predict the reaction product. The product is: [CH3:1][O:2][C:3]1[CH:4]=[C:5]([CH:8]=[CH:9][CH:10]=1)[CH2:6][NH:7][C:11](=[O:12])[O:13][C:14]([CH3:17])([CH3:16])[CH3:15]. (7) Given the reactants [Cl:1][C:2]1[CH:7]=[CH:6][CH:5]=[CH:4][C:3]=1[C:8]1[N:9]=[C:10]([NH2:13])[S:11][CH:12]=1.[Cl:14][C:15]1[CH:20]=[C:19]([Cl:21])[CH:18]=[C:17]([CH3:22])[C:16]=1[S:23](Cl)(=[O:25])=[O:24], predict the reaction product. The product is: [Cl:14][C:15]1[CH:20]=[C:19]([Cl:21])[CH:18]=[C:17]([CH3:22])[C:16]=1[S:23]([NH:13][C:10]1[S:11][CH:12]=[C:8]([C:3]2[CH:4]=[CH:5][CH:6]=[CH:7][C:2]=2[Cl:1])[N:9]=1)(=[O:25])=[O:24]. (8) Given the reactants [Cl:1][C:2]1[CH:3]=[CH:4][C:5]([N:20]2[CH:24]=[CH:23][N:22]=[C:21]2[CH:25]([OH:32])[CH2:26][CH:27]2[O:31][CH2:30][CH2:29][O:28]2)=[C:6]([C:8]([C:10]2[CH:15]=[CH:14][CH:13]=[C:12]([O:16][CH3:17])[C:11]=2[O:18][CH3:19])=O)[CH:7]=1.[BH4-].[Na+].C(OCC)(=O)C.O, predict the reaction product. The product is: [Cl:1][C:2]1[CH:3]=[CH:4][C:5]2[N:20]3[CH:24]=[CH:23][N:22]=[C:21]3[C@@H:25]([CH2:26][CH:27]3[O:31][CH2:30][CH2:29][O:28]3)[O:32][C@H:8]([C:10]3[CH:15]=[CH:14][CH:13]=[C:12]([O:16][CH3:17])[C:11]=3[O:18][CH3:19])[C:6]=2[CH:7]=1.